Dataset: Peptide-MHC class II binding affinity with 134,281 pairs from IEDB. Task: Regression. Given a peptide amino acid sequence and an MHC pseudo amino acid sequence, predict their binding affinity value. This is MHC class II binding data. (1) The peptide sequence is AAHSAAFEDLRVSSY. The MHC is DRB1_0701 with pseudo-sequence DRB1_0701. The binding affinity (normalized) is 0.150. (2) The peptide sequence is RLTYQWHKEGSSIGK. The MHC is DRB1_0301 with pseudo-sequence DRB1_0301. The binding affinity (normalized) is 0. (3) The peptide sequence is KFDSALARKHIARELH. The MHC is DRB1_0401 with pseudo-sequence DRB1_0401. The binding affinity (normalized) is 0.